From a dataset of Aqueous solubility values for 9,982 compounds from the AqSolDB database. Regression/Classification. Given a drug SMILES string, predict its absorption, distribution, metabolism, or excretion properties. Task type varies by dataset: regression for continuous measurements (e.g., permeability, clearance, half-life) or binary classification for categorical outcomes (e.g., BBB penetration, CYP inhibition). For this dataset (solubility_aqsoldb), we predict Y. (1) The molecule is C[C@]12CC[C@H]3[C@@H](CCC4=CC(=O)CC[C@@]43C)[C@@H]1CC[C@@H]2C(=O)CO. The Y is -3.74 log mol/L. (2) The molecule is CN(Cc1ccc(OCCN2CCOCC2)cc1)C(=O)c1ccc([N+](=O)[O-])o1. The Y is -2.29 log mol/L. (3) The molecule is CCCCP(=O)(CCCC)OCC. The Y is -1.20 log mol/L. (4) The molecule is COc1ccc2c3c1CCCC3CN(C(N)=NO)C2. The Y is -1.78 log mol/L. (5) The compound is Cc1ccccc1NC(=O)C1=Cc2ccccc2/C(=N\Nc2cc(Cl)c(Cl)cc2Cl)C1=O. The Y is -7.69 log mol/L.